Dataset: Forward reaction prediction with 1.9M reactions from USPTO patents (1976-2016). Task: Predict the product of the given reaction. (1) Given the reactants [H-].[H-].[H-].[H-].[Li+].[Al+3].[Na].[C:8]([O:14][CH2:15][C:16]1[CH:21]=[CH:20][CH:19]=[CH:18][CH:17]=1)(=[O:13])[CH2:9][C:10]([O-:12])=[O:11].[H-].[Na+].[C:24]1(=[O:30])[CH2:29][CH2:28][CH2:27][CH:26]=[CH:25]1.Cl, predict the reaction product. The product is: [CH2:15]([O:14][C:8](=[O:13])[CH:9]([CH:26]1[CH2:27][CH2:28][CH2:29][C:24](=[O:30])[CH2:25]1)[C:10]([O:12][CH2:15][C:16]1[CH:21]=[CH:20][CH:19]=[CH:18][CH:17]=1)=[O:11])[C:16]1[CH:21]=[CH:20][CH:19]=[CH:18][CH:17]=1. (2) Given the reactants [CH3:1][O:2][C:3](=[O:29])[C@H:4]([CH2:13][C:14]1[CH:19]=[CH:18][C:17]([C:20]2[C:21](=[O:28])[N:22]([CH3:27])[CH:23]=[C:24]([Cl:26])[CH:25]=2)=[CH:16][CH:15]=1)[NH:5]C(OC(C)(C)C)=O, predict the reaction product. The product is: [CH3:1][O:2][C:3](=[O:29])[C@H:4]([CH2:13][C:14]1[CH:15]=[CH:16][C:17]([C:20]2[C:21](=[O:28])[N:22]([CH3:27])[CH:23]=[C:24]([Cl:26])[CH:25]=2)=[CH:18][CH:19]=1)[NH2:5]. (3) Given the reactants [Si:1]([O:8][CH2:9][C:10]1[CH:15]=[CH:14][N+:13]([O-])=[CH:12][CH:11]=1)([C:4]([CH3:7])([CH3:6])[CH3:5])([CH3:3])[CH3:2].[Si]([C:21]#[N:22])(C)(C)C.C([O-])([O-])=O.[K+].[K+], predict the reaction product. The product is: [Si:1]([O:8][CH2:9][C:10]1[CH:15]=[CH:14][N:13]=[C:12]([C:21]#[N:22])[CH:11]=1)([C:4]([CH3:7])([CH3:6])[CH3:5])([CH3:3])[CH3:2]. (4) Given the reactants [Cl:1][C:2]1[CH:13]=[CH:12][C:11]([N:14]2[CH:18]=[CH:17][CH:16]=[N:15]2)=[CH:10][C:3]=1[C:4](N(OC)C)=[O:5].CC(C[AlH]CC(C)C)C, predict the reaction product. The product is: [Cl:1][C:2]1[CH:13]=[CH:12][C:11]([N:14]2[CH:18]=[CH:17][CH:16]=[N:15]2)=[CH:10][C:3]=1[CH:4]=[O:5]. (5) Given the reactants C(OC([N:8]1[CH2:12][C@@H:11]([CH2:13][N:14]([CH:31]([CH3:33])[CH3:32])[C:15](=[O:30])[C:16]2[CH:21]=[CH:20][C:19]([O:22][CH3:23])=[C:18]([O:24][CH2:25][CH2:26][CH2:27][O:28][CH3:29])[CH:17]=2)[C@H:10]([OH:34])[CH2:9]1)=O)(C)(C)C.[N:35]([CH2:38][C:39]1[CH:44]=[CH:43][CH:42]=[C:41]([O:45][CH3:46])[CH:40]=1)=[C:36]=[O:37].CC#N.O.CC#N, predict the reaction product. The product is: [CH:31]([N:14]([CH2:13][C@@H:11]1[CH2:12][NH:8][CH2:9][C@H:10]1[O:34][C:36](=[O:37])[NH:35][CH2:38][C:39]1[CH:44]=[CH:43][CH:42]=[C:41]([O:45][CH3:46])[CH:40]=1)[C:15](=[O:30])[C:16]1[CH:21]=[CH:20][C:19]([O:22][CH3:23])=[C:18]([O:24][CH2:25][CH2:26][CH2:27][O:28][CH3:29])[CH:17]=1)([CH3:33])[CH3:32]. (6) Given the reactants [ClH:1].N[C:3]1[CH:8]=[CH:7][C:6]([S:9]([NH2:12])(=[O:11])=[O:10])=[CH:5][CH:4]=1.N([O-])=O.[Na+].[S:17](=[O:19])=[O:18], predict the reaction product. The product is: [S:9]([C:6]1[CH:7]=[CH:8][C:3]([S:17]([Cl:1])(=[O:19])=[O:18])=[CH:4][CH:5]=1)(=[O:11])(=[O:10])[NH2:12]. (7) Given the reactants [OH:1][C:2]1[CH:7]=[CH:6][C:5]2[CH2:8][O:9][C@@H:10]3[C@H:14]([C:4]=2C=1)[CH2:13][N:12]([C:15]([O:17][C:18]([CH3:21])([CH3:20])[CH3:19])=[O:16])[CH2:11]3.[Cl:22]N1C(=O)CCC1=O.C(OCC)(=O)C.Cl[CH2:37][Cl:38], predict the reaction product. The product is: [Cl:22][C:7]1[C:2]([OH:1])=[C:37]([Cl:38])[C:4]2[C@H:14]3[C@H:10]([CH2:11][N:12]([C:15]([O:17][C:18]([CH3:21])([CH3:20])[CH3:19])=[O:16])[CH2:13]3)[O:9][CH2:8][C:5]=2[CH:6]=1. (8) Given the reactants Cl.[F:2][C:3]1[C:8]([F:9])=[CH:7][CH:6]=[CH:5][C:4]=1[C@H:10]1[CH2:16][N:15]([CH2:17][C:18]([F:21])([F:20])[F:19])[C:14](=[S:22])[C@H:13]([NH:23]C(=O)OC(C)(C)C)[CH2:12][CH2:11]1, predict the reaction product. The product is: [NH2:23][C@@H:13]1[CH2:12][CH2:11][C@@H:10]([C:4]2[CH:5]=[CH:6][CH:7]=[C:8]([F:9])[C:3]=2[F:2])[CH2:16][N:15]([CH2:17][C:18]([F:20])([F:21])[F:19])[C:14]1=[S:22]. (9) The product is: [CH2:1]([O:3][P:4]([CH2:22][C:17]1[CH:18]=[CH:19][C:20]2[C:15](=[CH:14][C:13]([C:24]([P:27]([O:31][CH2:32][CH3:33])([O:28][CH2:29][CH3:30])=[O:34])([F:26])[F:25])=[C:12]([Br:11])[CH:21]=2)[CH:16]=1)(=[O:8])[O:5][CH2:6][CH3:7])[CH3:2]. Given the reactants [CH2:1]([O:3][P:4]([O-:8])[O:5][CH2:6][CH3:7])[CH3:2].[H-].[Na+].[Br:11][C:12]1[C:13]([C:24]([P:27](=[O:34])([O:31][CH2:32][CH3:33])[O:28][CH2:29][CH3:30])([F:26])[F:25])=[CH:14][C:15]2[C:20]([CH:21]=1)=[CH:19][CH:18]=[C:17]([CH2:22]Br)[CH:16]=2, predict the reaction product.